This data is from Reaction yield outcomes from USPTO patents with 853,638 reactions. The task is: Predict the reaction yield, written as a fraction of the theoretical maximum amount of product (1.0 means a 100% yield; for example, 0.34 means a 34% yield). The reactants are C(OC([O:9][C:10]([NH:12][CH2:13][CH:14]([CH2:19][CH:20]([CH3:22])[CH3:21])[CH2:15][C:16]([OH:18])=[O:17])=[O:11])C)(=O)C(C)C.C(=O)([O-])O[C:25]1C=CC([N+]([O-])=O)=[CH:27][C:26]=1[CH:34]([O:36][C:37](=[O:41])[CH:38]([CH3:40])[CH3:39])C. No catalyst specified. The product is [C:37]([O:36][CH:34]([O:11][C:10]([NH:12][CH2:13][CH:14]([CH2:19][CH:20]([CH3:22])[CH3:21])[CH2:15][C:16]([OH:18])=[O:17])=[O:9])[CH:26]([CH3:25])[CH3:27])(=[O:41])[CH:38]([CH3:39])[CH3:40]. The yield is 0.510.